The task is: Predict which catalyst facilitates the given reaction.. This data is from Catalyst prediction with 721,799 reactions and 888 catalyst types from USPTO. (1) Reactant: [C:1]([C:3]1[CH:4]=[C:5]2[C:9](=[CH:10][CH:11]=1)[NH:8][CH:7]=[CH:6]2)#[N:2].[C:12]([O:16][C:17]([N:19]1[CH2:24][CH2:23][C:22](=O)[CH2:21][CH2:20]1)=[O:18])([CH3:15])([CH3:14])[CH3:13].N1CCCC1. Product: [C:12]([O:16][C:17]([N:19]1[CH2:20][CH:21]=[C:22]([C:6]2[C:5]3[C:9](=[CH:10][CH:11]=[C:3]([C:1]#[N:2])[CH:4]=3)[NH:8][CH:7]=2)[CH2:23][CH2:24]1)=[O:18])([CH3:15])([CH3:13])[CH3:14]. The catalyst class is: 8. (2) Reactant: [NH2:1][C:2]1[C:3]2[N:4]([CH:28]=[CH:29][N:30]=2)[N:5]=[C:6]([C:8]2[C:9]([CH3:27])=[C:10]([NH:14][C:15](=[O:26])[C:16]3[CH:21]=[CH:20][C:19]([C:22]([CH3:25])([CH3:24])[CH3:23])=[CH:18][CH:17]=3)[CH:11]=[CH:12][CH:13]=2)[CH:7]=1.[CH:31]([N:34]([CH:37](C)C)CC)(C)[CH3:32].C(Cl)(Cl)=[O:41].C1(C)C=CC=CC=1. Product: [C:22]([C:19]1[CH:20]=[CH:21][C:16]([C:15]([NH:14][C:10]2[CH:11]=[CH:12][CH:13]=[C:8]([C:6]3[CH:7]=[C:2]([NH:1][C:37]([NH:34][CH2:31][CH3:32])=[O:41])[C:3]4[N:4]([CH:28]=[CH:29][N:30]=4)[N:5]=3)[C:9]=2[CH3:27])=[O:26])=[CH:17][CH:18]=1)([CH3:25])([CH3:24])[CH3:23]. The catalyst class is: 4.